From a dataset of Catalyst prediction with 721,799 reactions and 888 catalyst types from USPTO. Predict which catalyst facilitates the given reaction. (1) Reactant: [F:1][C:2]1[C:9]([Cl:10])=[CH:8][CH:7]=[CH:6][C:3]=1[CH:4]=[O:5].[BH4-].[Na+]. Product: [Cl:10][C:9]1[C:2]([F:1])=[C:3]([CH2:4][OH:5])[CH:6]=[CH:7][CH:8]=1. The catalyst class is: 76. (2) Reactant: [CH2:1]([O:3][CH:4]([O:8][CH2:9][CH3:10])[CH2:5][CH2:6][OH:7])[CH3:2].[H-].[Na+].Br[CH2:14][C:15]([CH3:17])=[CH2:16]. Product: [CH2:1]([O:3][CH:4]([O:8][CH2:9][CH3:10])[CH2:5][CH2:6][O:7][CH2:16][C:15]([CH3:17])=[CH2:14])[CH3:2]. The catalyst class is: 1. (3) Reactant: [F:1][C:2]1[CH:10]=[CH:9][CH:8]=[C:7]([N:11]2[N:15]=[CH:14][CH:13]=[N:12]2)[C:3]=1[C:4]([OH:6])=O.O=S(Cl)Cl.[C@H:20]12[NH:27][CH2:26][C@H:25]1[CH2:24][CH2:23][N:22]([C:28]([O:30][C:31]([CH3:34])([CH3:33])[CH3:32])=[O:29])[CH2:21]2.C([O-])([O-])=O.[Na+].[Na+]. Product: [F:1][C:2]1[CH:10]=[CH:9][CH:8]=[C:7]([N:11]2[N:15]=[CH:14][CH:13]=[N:12]2)[C:3]=1[C:4]([N:27]1[C@H:20]2[C@H:25]([CH2:24][CH2:23][N:22]([C:28]([O:30][C:31]([CH3:34])([CH3:33])[CH3:32])=[O:29])[CH2:21]2)[CH2:26]1)=[O:6]. The catalyst class is: 93. (4) Reactant: [NH2:1][C:2]1[C:3]2[N:11]=[C:10]([N:12]3[CH2:17][CH2:16][CH2:15][C@H:14]([NH:18]C(=O)OC(C)(C)C)[CH2:13]3)[CH:9]=[CH:8][C:4]=2[N:5]=[CH:6][N:7]=1.Cl.O1CCOCC1. Product: [NH2:18][C@H:14]1[CH2:15][CH2:16][CH2:17][N:12]([C:10]2[CH:9]=[CH:8][C:4]3[N:5]=[CH:6][N:7]=[C:2]([NH2:1])[C:3]=3[N:11]=2)[CH2:13]1. The catalyst class is: 5. (5) The catalyst class is: 140. Product: [NH:16]1[C:17]([C:18]2[CH:23]=[CH:22][C:21]([C:2]3[S:3][C:4]4[CH:10]=[C:9]([O:11][CH3:12])[CH:8]=[CH:7][C:5]=4[N:6]=3)=[CH:20][CH:19]=2)=[N:13][N:14]=[N:15]1. Reactant: Cl[C:2]1[S:3][C:4]2[CH:10]=[C:9]([O:11][CH3:12])[CH:8]=[CH:7][C:5]=2[N:6]=1.[NH:13]1[C:17]([C:18]2[CH:23]=[CH:22][C:21](B(O)O)=[CH:20][CH:19]=2)=[N:16][N:15]=[N:14]1.C([O-])([O-])=O.[K+].[K+].COCCOCCO.